This data is from Peptide-MHC class II binding affinity with 134,281 pairs from IEDB. The task is: Regression. Given a peptide amino acid sequence and an MHC pseudo amino acid sequence, predict their binding affinity value. This is MHC class II binding data. (1) The peptide sequence is VTFKNAHAKKPEVVV. The MHC is DRB1_1101 with pseudo-sequence DRB1_1101. The binding affinity (normalized) is 0.147. (2) The peptide sequence is YYAIHKASPVLAFPA. The MHC is HLA-DPA10103-DPB10401 with pseudo-sequence HLA-DPA10103-DPB10401. The binding affinity (normalized) is 0.499. (3) The peptide sequence is TFALWRVSAEEY. The MHC is DRB1_0301 with pseudo-sequence DRB1_0301. The binding affinity (normalized) is 0. (4) The peptide sequence is IRPRKTHESHLVRSW. The MHC is DRB3_0101 with pseudo-sequence DRB3_0101. The binding affinity (normalized) is 0. (5) The peptide sequence is DPMVQIPRLVANNTR. The MHC is DRB1_1101 with pseudo-sequence DRB1_1101. The binding affinity (normalized) is 0.680. (6) The binding affinity (normalized) is 0.226. The MHC is DRB1_0301 with pseudo-sequence DRB1_0301. The peptide sequence is ITEADLDDEQEILNY.